From a dataset of Forward reaction prediction with 1.9M reactions from USPTO patents (1976-2016). Predict the product of the given reaction. (1) Given the reactants [F:1][C:2]1[CH:29]=[CH:28][CH:27]=[C:26]([F:30])[C:3]=1[CH2:4][O:5][C:6]1[C:7]2[N:8]([C:12]([C:16]([NH:18][C@H:19]([CH2:22][CH2:23][CH2:24][CH3:25])[CH:20]=[O:21])=[O:17])=[C:13]([CH3:15])[N:14]=2)[CH:9]=[CH:10][CH:11]=1.C[Si]([C:35]([F:38])([F:37])[F:36])(C)C.[F-].C([N+](CCCC)(CCCC)CCCC)CCC, predict the reaction product. The product is: [F:1][C:2]1[CH:29]=[CH:28][CH:27]=[C:26]([F:30])[C:3]=1[CH2:4][O:5][C:6]1[C:7]2[N:8]([C:12]([C:16]([NH:18][C@H:19]([CH2:22][CH2:23][CH2:24][CH3:25])[CH:20]([OH:21])[C:35]([F:38])([F:37])[F:36])=[O:17])=[C:13]([CH3:15])[N:14]=2)[CH:9]=[CH:10][CH:11]=1. (2) Given the reactants O[NH:2][C:3]([C:5]1[O:6][C:7]([C:10]2[CH:15]=[CH:14][C:13]([C:16]3[CH:21]=[CH:20][C:19]([C:22](=[NH:25])[NH:23]O)=[CH:18][CH:17]=3)=[CH:12][CH:11]=2)=[CH:8][CH:9]=1)=[NH:4].[C:26]([O:29]C(=O)C)(=[O:28])[CH3:27], predict the reaction product. The product is: [C:26]([OH:29])(=[O:28])[CH3:27].[C:22]([C:19]1[CH:18]=[CH:17][C:16]([C:13]2[CH:14]=[CH:15][C:10]([C:7]3[O:6][C:5]([C:3]([NH2:4])=[NH:2])=[CH:9][CH:8]=3)=[CH:11][CH:12]=2)=[CH:21][CH:20]=1)(=[NH:23])[NH2:25].